From a dataset of Full USPTO retrosynthesis dataset with 1.9M reactions from patents (1976-2016). Predict the reactants needed to synthesize the given product. (1) Given the product [CH3:1][C:2]1([CH3:18])[CH2:11][CH2:10][C:9]2[C:8](=[O:12])/[C:7](=[N:19]\[C:20]3[CH:21]=[CH:22][C:23]([C:24]([O:26][CH2:27][CH2:28][NH:29][C:30]([O:32][CH2:33][CH:34]4[C:46]5[CH:45]=[CH:44][CH:43]=[CH:42][C:41]=5[C:40]5[C:35]4=[CH:36][CH:37]=[CH:38][CH:39]=5)=[O:31])=[O:25])=[CH:47][CH:48]=3)/[C:6]3[CH:14]=[CH:15][CH:16]=[CH:17][C:5]=3[C:4]=2[O:3]1, predict the reactants needed to synthesize it. The reactants are: [CH3:1][C:2]1([CH3:18])[CH2:11][CH2:10][C:9]2[C:8](=[O:12])[C:7](=O)[C:6]3[CH:14]=[CH:15][CH:16]=[CH:17][C:5]=3[C:4]=2[O:3]1.[NH2:19][C:20]1[CH:48]=[CH:47][C:23]([C:24]([O:26][CH2:27][CH2:28][NH:29][C:30]([O:32][CH2:33][CH:34]2[C:46]3[CH:45]=[CH:44][CH:43]=[CH:42][C:41]=3[C:40]3[C:35]2=[CH:36][CH:37]=[CH:38][CH:39]=3)=[O:31])=[O:25])=[CH:22][CH:21]=1.C(N(CC)CC)C. (2) The reactants are: Cl[C:2]1[CH:7]=[CH:6][C:5]([C:8]#[C:9][C:10]2[N:11]=[C:12]([CH3:15])[S:13][CH:14]=2)=[CH:4][N:3]=1.[F:16][C:17]1[CH:18]=[C:19](B(O)O)[CH:20]=[CH:21][CH:22]=1.C(=O)([O-])[O-].[K+].[K+]. Given the product [F:16][C:17]1[CH:22]=[C:21]([C:2]2[CH:7]=[CH:6][C:5]([C:8]#[C:9][C:10]3[N:11]=[C:12]([CH3:15])[S:13][CH:14]=3)=[CH:4][N:3]=2)[CH:20]=[CH:19][CH:18]=1, predict the reactants needed to synthesize it.